From a dataset of Full USPTO retrosynthesis dataset with 1.9M reactions from patents (1976-2016). Predict the reactants needed to synthesize the given product. (1) Given the product [F:1][C@H:2]1[CH2:6][N:5]([C:7](=[O:37])[C@@H:8]([NH:13][C@@H:14]([C:19]2[CH:24]=[CH:23][C:22]([C:25]3[N:26]=[C:27]([N:30]4[CH2:31][CH2:32][N:33]([CH3:36])[CH2:34][CH2:35]4)[S:28][CH:29]=3)=[CH:21][CH:20]=2)[C:15]([F:16])([F:17])[F:18])[CH2:9][CH:10]([CH3:12])[CH3:11])[C@@H:4]2[C:38](=[O:41])[CH2:39][O:40][C@H:3]12, predict the reactants needed to synthesize it. The reactants are: [F:1][C@H:2]1[CH2:6][N:5]([C:7](=[O:37])[C@@H:8]([NH:13][C@@H:14]([C:19]2[CH:24]=[CH:23][C:22]([C:25]3[N:26]=[C:27]([N:30]4[CH2:35][CH2:34][N:33]([CH3:36])[CH2:32][CH2:31]4)[S:28][CH:29]=3)=[CH:21][CH:20]=2)[C:15]([F:18])([F:17])[F:16])[CH2:9][CH:10]([CH3:12])[CH3:11])[C@@H:4]2[C:38](OC)([O:41]C)[CH2:39][O:40][C@H:3]12.O. (2) Given the product [CH2:14]([O:16][C:17]([N:19]1[CH2:24][CH2:23][C:22](=[CH:11][C:12]#[N:13])[CH2:21][CH2:20]1)=[O:18])[CH3:15], predict the reactants needed to synthesize it. The reactants are: [H-].[Na+].C(OP([CH2:11][C:12]#[N:13])(=O)OCC)C.[CH2:14]([O:16][C:17]([N:19]1[CH2:24][CH2:23][C:22](=O)[CH2:21][CH2:20]1)=[O:18])[CH3:15]. (3) Given the product [NH:34]1[C:30]2=[N:31][CH:32]=[CH:33][C:28]([N:1]3[CH:9]4[CH:4]([N:5]([C:10]([O:12][CH2:13][C:14]5[CH:15]=[CH:16][CH:17]=[CH:18][CH:19]=5)=[O:11])[CH2:6][CH2:7][CH2:8]4)[CH2:3][CH2:2]3)=[C:29]2[CH:36]=[CH:35]1, predict the reactants needed to synthesize it. The reactants are: [NH:1]1[CH:9]2[CH:4]([N:5]([C:10]([O:12][CH2:13][C:14]3[CH:19]=[CH:18][CH:17]=[CH:16][CH:15]=3)=[O:11])[CH2:6][CH2:7][CH2:8]2)[CH2:3][CH2:2]1.CCN(CC)CC.Cl[C:28]1[CH:33]=[CH:32][N:31]=[C:30]2[NH:34][CH:35]=[CH:36][C:29]=12. (4) Given the product [NH2:20][CH2:15][CH2:16][NH:18][C:42](=[O:43])[O:44][C:7]([CH3:8])([CH3:48])[CH3:6], predict the reactants needed to synthesize it. The reactants are: CCN=C=N[CH2:6][CH2:7][CH2:8]N(C)C.C1C=C[C:15]2[N:20](O)N=[N:18][C:16]=2C=1.COC1C=C(CCOC2N=C(C3C=C(C=CC=3)[C:42]([OH:44])=[O:43])C=CC=2)C=CC=1.[CH3:48]N(C=O)C.